From a dataset of Forward reaction prediction with 1.9M reactions from USPTO patents (1976-2016). Predict the product of the given reaction. Given the reactants [C:1]([C:5]1[CH:22]=[CH:21][C:8]([CH:9]2[CH2:18][C:17](=[O:19])[C:16]3[C:11](=[CH:12][CH:13]=[CH:14][C:15]=3[OH:20])[O:10]2)=[CH:7][CH:6]=1)([CH3:4])([CH3:3])[CH3:2].[C:23](OC(=O)C)(=[O:25])[CH3:24], predict the reaction product. The product is: [C:23]([O:20][C:15]1[CH:14]=[CH:13][CH:12]=[C:11]2[C:16]=1[C:17](=[O:19])[CH2:18][CH:9]([C:8]1[CH:21]=[CH:22][C:5]([C:1]([CH3:4])([CH3:2])[CH3:3])=[CH:6][CH:7]=1)[O:10]2)(=[O:25])[CH3:24].